This data is from Reaction yield outcomes from USPTO patents with 853,638 reactions. The task is: Predict the reaction yield, written as a fraction of the theoretical maximum amount of product (1.0 means a 100% yield; for example, 0.34 means a 34% yield). (1) The product is [OH:45][C:43]([CH3:46])([CH3:44])[CH2:42][O:41][N:40]=[C:2]1[CH2:3][CH2:4][CH:5]([N:8]2[C:13](=[O:14])[C:12]([CH2:15][C:16]3[CH:17]=[CH:18][C:19]([C:22]4[CH:27]=[CH:26][CH:25]=[CH:24][C:23]=4[C:28]4[NH:32][C:31](=[O:33])[O:30][N:29]=4)=[CH:20][CH:21]=3)=[C:11]([CH2:34][CH2:35][CH3:36])[N:10]3[N:37]=[CH:38][N:39]=[C:9]23)[CH2:6][CH2:7]1. The yield is 0.630. The catalyst is O.C(OCC)(=O)C. The reactants are O=[C:2]1[CH2:7][CH2:6][CH:5]([N:8]2[C:13](=[O:14])[C:12]([CH2:15][C:16]3[CH:21]=[CH:20][C:19]([C:22]4[CH:27]=[CH:26][CH:25]=[CH:24][C:23]=4[C:28]4[NH:32][C:31](=[O:33])[O:30][N:29]=4)=[CH:18][CH:17]=3)=[C:11]([CH2:34][CH2:35][CH3:36])[N:10]3[N:37]=[CH:38][N:39]=[C:9]23)[CH2:4][CH2:3]1.[NH2:40][O:41][CH2:42][C:43]([CH3:46])([OH:45])[CH3:44].N1C=CC=CC=1.Cl. (2) The reactants are [Br:1][C:2]1[C:3]([NH2:9])=[N:4][CH:5]=[N:6][C:7]=1Cl.[F:10][C:11]1[CH:16]=[CH:15][C:14]([C:17]2[N:18]=[C:19]([CH:23]3[CH2:28][CH2:27][NH:26][CH2:25][CH2:24]3)[N:20]([CH3:22])[CH:21]=2)=[CH:13][C:12]=1[C:29]([F:32])([F:31])[F:30].C(=O)([O-])[O-].[K+].[K+].O. The catalyst is CS(C)=O. The product is [Br:1][C:2]1[C:3]([NH2:9])=[N:4][CH:5]=[N:6][C:7]=1[N:26]1[CH2:27][CH2:28][CH:23]([C:19]2[N:20]([CH3:22])[CH:21]=[C:17]([C:14]3[CH:15]=[CH:16][C:11]([F:10])=[C:12]([C:29]([F:32])([F:30])[F:31])[CH:13]=3)[N:18]=2)[CH2:24][CH2:25]1. The yield is 0.860. (3) The reactants are Cl[C:2]1[CH:3]=[C:4]([NH:10][CH:11]2[CH2:14][N:13]([C:15]([O:17][C:18]([CH3:21])([CH3:20])[CH3:19])=[O:16])[CH2:12]2)[C:5]([O:8][CH3:9])=[N:6][CH:7]=1.[F:22][C:23]1[CH:28]=[C:27](B2OC(C)(C)C(C)(C)O2)[CH:26]=[CH:25][N:24]=1.[O-]P([O-])([O-])=O.[K+].[K+].[K+]. The catalyst is O1CCOCC1.O. The product is [F:22][C:23]1[CH:28]=[C:27]([C:2]2[CH:7]=[N:6][C:5]([O:8][CH3:9])=[C:4]([NH:10][CH:11]3[CH2:14][N:13]([C:15]([O:17][C:18]([CH3:21])([CH3:20])[CH3:19])=[O:16])[CH2:12]3)[CH:3]=2)[CH:26]=[CH:25][N:24]=1. The yield is 1.00. (4) The reactants are [CH3:1][Si:2]([CH3:10])([CH3:9])[O:3][C:4]([CH3:8])([C:6]#[CH:7])[CH3:5].[Li]CCCC.CON(C)[C:19]([C:21]1[N:22]=[CH:23][S:24][CH:25]=1)=[O:20]. The catalyst is C1COCC1. The product is [CH3:5][C:4]([O:3][Si:2]([CH3:10])([CH3:9])[CH3:1])([CH3:8])[C:6]#[C:7][C:19]([C:21]1[N:22]=[CH:23][S:24][CH:25]=1)=[O:20]. The yield is 0.314. (5) The reactants are [F:1][C:2]1[CH:3]=[C:4]2[C:8](=[CH:9][CH:10]=1)[C:7](=[O:11])[CH2:6][CH2:5]2.CS(O)(=O)=O.[N-:17]=[N+]=[N-].[Na+].[OH-].[Na+]. The catalyst is ClCCl. The product is [F:1][C:2]1[CH:3]=[C:4]2[C:8](=[CH:9][CH:10]=1)[C:7](=[O:11])[NH:17][CH2:6][CH2:5]2. The yield is 0.610. (6) The reactants are [Cl:1][C:2]1[N:3]=[CH:4][C:5]([C:8](=O)[CH2:9][C:10]([O:12][CH2:13][CH3:14])=[O:11])=[N:6][CH:7]=1.INC(=O)CCC(N)=O.[NH2:25][C:26]([NH2:28])=[S:27]. The catalyst is C(OCC)(=O)C.CO. The product is [NH2:28][C:26]1[S:27][C:9]([C:10]([O:12][CH2:13][CH3:14])=[O:11])=[C:8]([C:5]2[CH:4]=[N:3][C:2]([Cl:1])=[CH:7][N:6]=2)[N:25]=1. The yield is 0.201. (7) The reactants are [CH2:1]([O:8][C:9]1[CH:10]=[C:11]2[C:16](=[CH:17][CH:18]=1)[C:15](=[O:19])[N:14]([CH2:20][CH:21]([CH3:23])[CH3:22])[C:13]([CH2:24]Cl)=[C:12]2[C:26]1[CH:31]=[CH:30][CH:29]=[C:28]([F:32])[CH:27]=1)[C:2]1[CH:7]=[CH:6][CH:5]=[CH:4][CH:3]=1.[C:33]1(=[O:43])[NH:37][C:36](=[O:38])[C:35]2=[CH:39][CH:40]=[CH:41][CH:42]=[C:34]12.[K].O. The catalyst is CN(C)C=O. The product is [CH2:1]([O:8][C:9]1[CH:10]=[C:11]2[C:16](=[CH:17][CH:18]=1)[C:15](=[O:19])[N:14]([CH2:20][CH:21]([CH3:23])[CH3:22])[C:13]([CH2:24][N:37]1[C:33](=[O:43])[C:34]3[C:35](=[CH:39][CH:40]=[CH:41][CH:42]=3)[C:36]1=[O:38])=[C:12]2[C:26]1[CH:31]=[CH:30][CH:29]=[C:28]([F:32])[CH:27]=1)[C:2]1[CH:7]=[CH:6][CH:5]=[CH:4][CH:3]=1. The yield is 0.882. (8) The reactants are C(O)(C(F)(F)F)=O.[NH2:8][C@H:9]([CH3:34])[C@H:10]([NH:15][C:16](=[O:33])[C:17]1[CH:22]=[CH:21][C:20]([C:23]#[C:24][C:25]#[C:26][C:27]2[CH:28]=[N:29][N:30]([CH3:32])[CH:31]=2)=[CH:19][CH:18]=1)[C:11](OC)=[O:12].[NH2:35][OH:36]. The catalyst is C(O)(C)C. The product is [NH2:8][C@H:9]([CH3:34])[C@H:10]([NH:15][C:16](=[O:33])[C:17]1[CH:22]=[CH:21][C:20]([C:23]#[C:24][C:25]#[C:26][C:27]2[CH:28]=[N:29][N:30]([CH3:32])[CH:31]=2)=[CH:19][CH:18]=1)[C:11]([NH:35][OH:36])=[O:12]. The yield is 0.400. (9) The reactants are C([C@@H]1N(C(=O)C2C=CC(OC3C=CC=CC=3)=CC=2)C[C@H](CC(C)C)NC1=O)C(C)C.[CH2:31]([C@@H:35]1[NH:40][CH2:39][C@H:38]([CH2:41][CH:42]([CH3:44])[CH3:43])[NH:37][C:36]1=[O:45])[CH:32]([CH3:34])[CH3:33].[Cl:46][C:47]1[CH:52]=[CH:51][C:50]([C:53]2[CH:57]=[C:56]([C:58](O)=[O:59])[S:55][N:54]=2)=[CH:49][CH:48]=1. No catalyst specified. The product is [Cl:46][C:47]1[CH:48]=[CH:49][C:50]([C:53]2[CH:57]=[C:56]([C:58]([N:40]3[CH2:39][C@H:38]([CH2:41][CH:42]([CH3:44])[CH3:43])[NH:37][C:36](=[O:45])[C@@H:35]3[CH2:31][CH:32]([CH3:34])[CH3:33])=[O:59])[S:55][N:54]=2)=[CH:51][CH:52]=1. The yield is 0.344.